Dataset: Forward reaction prediction with 1.9M reactions from USPTO patents (1976-2016). Task: Predict the product of the given reaction. (1) Given the reactants ClC1C=CC([C@H]2CC[C@H](C3C=CC(Cl)=C([N+]([O-])=O)C=3)N2C2C=CC(NC(C)(C)C)=C(F)C=2)=CC=1[N+]([O-])=O.[CH3:38][O:39][C:40](=[O:104])[NH:41][C@@H:42]([CH:101]([CH3:103])[CH3:102])[C:43]([N:45]1[CH2:49][CH2:48][CH2:47][C@H:46]1[C:50]1[NH:54][C:53]2[CH:55]=[C:56]([C@H:59]3[CH2:63][CH2:62][C@H:61]([C:64]4[CH:65]=[CH:66][C:67]5[N:71]=[C:70]([C@@H:72]6[CH2:76][CH2:75][CH2:74][N:73]6[C:77](=[O:87])[C@@H:78]([NH:82][C:83]([O:85][CH3:86])=[O:84])[CH:79]([CH3:81])[CH3:80])[NH:69][C:68]=5[CH:88]=4)[N:60]3[C:89]3[CH:94]=[CH:93][C:92]([NH:95][C:96]([CH3:99])([CH3:98])[CH3:97])=[C:91]([F:100])[CH:90]=3)[CH:57]=[CH:58][C:52]=2[N:51]=1)=[O:44].[C:105](OC(=O)C)(=[O:107])[CH3:106].N1C=CC=CC=1, predict the reaction product. The product is: [CH3:38][O:39][C:40](=[O:104])[NH:41][C@@H:42]([CH:101]([CH3:103])[CH3:102])[C:43]([N:45]1[CH2:49][CH2:48][CH2:47][C@H:46]1[C:50]1[NH:54][C:53]2[CH:55]=[C:56]([C@H:59]3[CH2:63][CH2:62][C@H:61]([C:64]4[CH:65]=[CH:66][C:67]5[N:71]=[C:70]([C@@H:72]6[CH2:76][CH2:75][CH2:74][N:73]6[C:77](=[O:87])[C@@H:78]([NH:82][C:83]([O:85][CH3:86])=[O:84])[CH:79]([CH3:81])[CH3:80])[NH:69][C:68]=5[CH:88]=4)[N:60]3[C:89]3[CH:94]=[CH:93][C:92]([N:95]([C:105](=[O:107])[CH3:106])[C:96]([CH3:97])([CH3:99])[CH3:98])=[C:91]([F:100])[CH:90]=3)[CH:57]=[CH:58][C:52]=2[N:51]=1)=[O:44]. (2) Given the reactants C([O:8][C:9]1[CH:14]=[CH:13][C:12]([N:15]([CH3:66])[C:16]([C:18]2[CH:19]=[C:20]([C:27]3[CH:28]=[C:29]4[C:34](=[CH:35][C:36]=3[C:37]([N:39]3[C@H:48]([CH3:49])[CH2:47][C:46]5[C:41](=[CH:42][CH:43]=[CH:44][CH:45]=5)[CH2:40]3)=[O:38])[CH2:33][N:32]([C:50](=[O:65])[CH2:51][C:52]3[CH:57]=[CH:56][C:55]([CH2:58][N:59]5[CH2:64][CH2:63][O:62][CH2:61][CH2:60]5)=[CH:54][CH:53]=3)[CH2:31][CH2:30]4)[N:21]3[C:26]=2[CH2:25][CH2:24][CH2:23][CH2:22]3)=[O:17])=[CH:11][CH:10]=1)C1C=CC=CC=1.B(Cl)(Cl)Cl, predict the reaction product. The product is: [OH:8][C:9]1[CH:10]=[CH:11][C:12]([N:15]([CH3:66])[C:16]([C:18]2[CH:19]=[C:20]([C:27]3[CH:28]=[C:29]4[C:34](=[CH:35][C:36]=3[C:37]([N:39]3[C@H:48]([CH3:49])[CH2:47][C:46]5[C:41](=[CH:42][CH:43]=[CH:44][CH:45]=5)[CH2:40]3)=[O:38])[CH2:33][N:32]([C:50](=[O:65])[CH2:51][C:52]3[CH:53]=[CH:54][C:55]([CH2:58][N:59]5[CH2:60][CH2:61][O:62][CH2:63][CH2:64]5)=[CH:56][CH:57]=3)[CH2:31][CH2:30]4)[N:21]3[C:26]=2[CH2:25][CH2:24][CH2:23][CH2:22]3)=[O:17])=[CH:13][CH:14]=1.